Dataset: Peptide-MHC class II binding affinity with 134,281 pairs from IEDB. Task: Regression. Given a peptide amino acid sequence and an MHC pseudo amino acid sequence, predict their binding affinity value. This is MHC class II binding data. The peptide sequence is GLALLSEAVLRGQAL. The MHC is DRB4_0101 with pseudo-sequence DRB4_0103. The binding affinity (normalized) is 0.884.